This data is from Catalyst prediction with 721,799 reactions and 888 catalyst types from USPTO. The task is: Predict which catalyst facilitates the given reaction. (1) Reactant: [NH2:1][C:2]1[N:7]=[C:6](S(C)=O)[C:5]([C:11]#[N:12])=[C:4]([C:13]2[S:14][CH:15]=[CH:16][CH:17]=2)[N:3]=1.[CH3:18][O:19][CH2:20][CH2:21][NH2:22]. Product: [NH2:1][C:2]1[N:7]=[C:6]([NH:22][CH2:21][CH2:20][O:19][CH3:18])[C:5]([C:11]#[N:12])=[C:4]([C:13]2[S:14][CH:15]=[CH:16][CH:17]=2)[N:3]=1. The catalyst class is: 12. (2) Product: [Br:1][C:2]1[CH:3]=[C:4]2[C:9](=[CH:10][CH:11]=1)[N:8]([CH3:13])[C:7](=[O:12])[CH2:6][CH2:5]2. The catalyst class is: 517. Reactant: [Br:1][C:2]1[CH:3]=[C:4]2[C:9](=[CH:10][CH:11]=1)[NH:8][C:7](=[O:12])[CH2:6][CH2:5]2.[CH3:13]C([O-])(C)C.[K+].CI.